The task is: Predict the reactants needed to synthesize the given product.. This data is from Retrosynthesis with 50K atom-mapped reactions and 10 reaction types from USPTO. (1) Given the product CCOC(=O)c1c(Nc2cc(F)ccc2[N+](=O)[O-])sc2ccccc12, predict the reactants needed to synthesize it. The reactants are: CCOC(=O)c1c(N)sc2ccccc12.O=[N+]([O-])c1ccc(F)cc1F. (2) Given the product Cc1cnc(NC(=O)Oc2ccccc2)cn1, predict the reactants needed to synthesize it. The reactants are: Cc1cnc(N)cn1.O=C(Cl)Oc1ccccc1. (3) Given the product Cc1cc2c(CN3CCN(C(=O)OC(C)(C)C)CC3)cccc2n1S(=O)(=O)c1ccccc1, predict the reactants needed to synthesize it. The reactants are: CC(C)(C)OC(=O)N1CCNCC1.Cc1cc2c(C=O)cccc2n1S(=O)(=O)c1ccccc1. (4) The reactants are: CCOC(=O)c1cnn(-c2nc(NC3CCCC3)c3ncn(C4O[C@H](CO)[C@@H](O)[C@H]4O)c3n2)c1. Given the product O=C(O)c1cnn(-c2nc(NC3CCCC3)c3ncn(C4O[C@H](CO)[C@@H](O)[C@H]4O)c3n2)c1, predict the reactants needed to synthesize it.